Dataset: Forward reaction prediction with 1.9M reactions from USPTO patents (1976-2016). Task: Predict the product of the given reaction. (1) Given the reactants Br[C:2]1[CH:3]=[C:4]2[C:9](=[CH:10][CH:11]=1)[C:8](=[O:12])[O:7][CH2:6][CH2:5]2.F[B-](F)(F)F.C([PH+](C(C)(C)C)C(C)(C)C)(C)(C)C.Br[Zn][CH2:33][CH:34]1[O:38][CH2:37][CH2:36][O:35]1, predict the reaction product. The product is: [O:35]1[CH2:36][CH2:37][O:38][CH:34]1[CH2:33][C:2]1[CH:3]=[C:4]2[C:9](=[CH:10][CH:11]=1)[C:8](=[O:12])[O:7][CH2:6][CH2:5]2. (2) Given the reactants [I:1]N1C(=O)CCC1=O.[F:9][C:10]1[CH:11]=[C:12]([CH:16]=[CH:17][C:18]=1[CH3:19])[C:13]([OH:15])=O.S(Cl)(Cl)=O.C(=O)([O-])[O-].[Na+].[Na+].[CH:30]1([NH2:33])[CH2:32][CH2:31]1, predict the reaction product. The product is: [CH:30]1([NH:33][C:13](=[O:15])[C:12]2[CH:16]=[C:17]([I:1])[C:18]([CH3:19])=[C:10]([F:9])[CH:11]=2)[CH2:32][CH2:31]1. (3) Given the reactants O=C1C2C(=CC=CC=2)C(=O)[N:3]1[O:12][CH:13]1[CH2:18][CH2:17][N:16]([C:19]([O:21][CH:22]([CH3:24])[CH3:23])=[O:20])[CH2:15][CH2:14]1.O.NN, predict the reaction product. The product is: [NH2:3][O:12][CH:13]1[CH2:14][CH2:15][N:16]([C:19]([O:21][CH:22]([CH3:24])[CH3:23])=[O:20])[CH2:17][CH2:18]1.